From a dataset of Forward reaction prediction with 1.9M reactions from USPTO patents (1976-2016). Predict the product of the given reaction. (1) Given the reactants [Cl:1][C:2]1[CH:11]=[CH:10][C:9]2[N:8]=[CH:7][CH:6]=[CH:5][C:4]=2[C:3]=1[C:12]([NH:14][CH2:15][CH2:16][C:17]1[CH:22]=[CH:21][CH:20]=[CH:19][C:18]=1[Cl:23])=[O:13].C(OO)(=[O:26])C.S([O-])([O-])=O.[Na+].[Na+], predict the reaction product. The product is: [Cl:1][C:2]1[CH:11]=[CH:10][C:9]2[N+:8]([O-:26])=[CH:7][CH:6]=[CH:5][C:4]=2[C:3]=1[C:12]([NH:14][CH2:15][CH2:16][C:17]1[CH:22]=[CH:21][CH:20]=[CH:19][C:18]=1[Cl:23])=[O:13]. (2) Given the reactants Cl[C:2]1[CH:7]=[CH:6][N:5]2[N:8]=[CH:9][C:10]([C:11]([O:13][CH2:14][CH3:15])=[O:12])=[C:4]2[N:3]=1.Cl.Cl.[F:18][C:19]1[CH:20]=[C:21]([C@H:27]2[CH2:31][CH2:30][CH2:29][NH:28]2)[C:22]([O:25][CH3:26])=[N:23][CH:24]=1.C(N(C(C)C)CC)(C)C.C(O)CCC, predict the reaction product. The product is: [F:18][C:19]1[CH:20]=[C:21]([C@H:27]2[CH2:31][CH2:30][CH2:29][N:28]2[C:2]2[CH:7]=[CH:6][N:5]3[N:8]=[CH:9][C:10]([C:11]([O:13][CH2:14][CH3:15])=[O:12])=[C:4]3[N:3]=2)[C:22]([O:25][CH3:26])=[N:23][CH:24]=1. (3) Given the reactants [F:1][C:2]([F:14])([F:13])[C:3]1[CH:4]=[C:5]([S:9](Cl)(=[O:11])=[O:10])[CH:6]=[CH:7][CH:8]=1.[C:15]1([NH:21][CH:22]2[CH2:27][CH2:26][N:25]([C:28]([O:30][CH2:31][C@@H:32]([N:34]([CH2:42][C:43]3[CH:48]=[CH:47][CH:46]=[CH:45][CH:44]=3)[CH2:35][C:36]3[CH:41]=[CH:40][CH:39]=[CH:38][CH:37]=3)[CH3:33])=[O:29])[CH2:24][CH2:23]2)[CH:20]=[CH:19][CH:18]=[CH:17][CH:16]=1, predict the reaction product. The product is: [C:15]1([N:21]([CH:22]2[CH2:27][CH2:26][N:25]([C:28]([O:30][CH2:31][C@@H:32]([N:34]([CH2:35][C:36]3[CH:37]=[CH:38][CH:39]=[CH:40][CH:41]=3)[CH2:42][C:43]3[CH:44]=[CH:45][CH:46]=[CH:47][CH:48]=3)[CH3:33])=[O:29])[CH2:24][CH2:23]2)[S:9]([C:5]2[CH:6]=[CH:7][CH:8]=[C:3]([C:2]([F:14])([F:13])[F:1])[CH:4]=2)(=[O:11])=[O:10])[CH:16]=[CH:17][CH:18]=[CH:19][CH:20]=1. (4) Given the reactants Cl[C:2]1[C:11]2[C:6](=[CH:7][C:8]([C:12]3[CH:13]=[C:14]([CH:18]=[CH:19][C:20]=3[CH3:21])[C:15]([NH2:17])=[O:16])=[CH:9][CH:10]=2)[CH:5]=[N:4][N:3]=1.CN[C@@H]1CCCC[C@H]1NC.C(=O)([O-])[O-].[Cs+].[Cs+].[NH:38]1[CH2:42][CH2:41][CH2:40][C:39]1=[O:43], predict the reaction product. The product is: [CH3:21][C:20]1[CH:19]=[CH:18][C:14]([C:15]([NH2:17])=[O:16])=[CH:13][C:12]=1[C:8]1[CH:7]=[C:6]2[C:11](=[CH:10][CH:9]=1)[C:2]([N:38]1[CH2:42][CH2:41][CH2:40][C:39]1=[O:43])=[N:3][N:4]=[CH:5]2. (5) Given the reactants Cl.[NH:2]1[CH2:7][CH2:6][CH2:5][C@H:4]([N:8]2[C:12]3=[C:13]4[S:19][CH:18]=[CH:17][C:14]4=[N:15][CH:16]=[C:11]3[N:10]=[C:9]2[C@H:20]([OH:22])[CH3:21])[CH2:3]1.C(N(CC)CC)C.[C:30]([CH2:34][CH2:35][C:36](Cl)=[O:37])([O:32]C)=[O:31].O.[OH-].[Li+].Cl, predict the reaction product. The product is: [OH:22][C@@H:20]([C:9]1[N:8]([C@H:4]2[CH2:5][CH2:6][CH2:7][N:2]([C:36](=[O:37])[CH2:35][CH2:34][C:30]([OH:32])=[O:31])[CH2:3]2)[C:12]2=[C:13]3[S:19][CH:18]=[CH:17][C:14]3=[N:15][CH:16]=[C:11]2[N:10]=1)[CH3:21]. (6) Given the reactants N[C:2]1[CH:7]=[CH:6][C:5]([N+:8]([O-:10])=[O:9])=[CH:4][C:3]=1[I:11].N([O-])=O.[Na+].[ClH:16], predict the reaction product. The product is: [Cl:16][C:2]1[CH:7]=[CH:6][C:5]([N+:8]([O-:10])=[O:9])=[CH:4][C:3]=1[I:11].